Dataset: Full USPTO retrosynthesis dataset with 1.9M reactions from patents (1976-2016). Task: Predict the reactants needed to synthesize the given product. (1) Given the product [CH2:1]([N:3]1[C:8]2[N:9]=[C:10]([NH:42][C:39]3[CH:40]=[CH:41][C:36]([N:33]4[CH2:34][CH2:35][N:30]([C:28]([O:27][C:23]([CH3:25])([CH3:24])[CH3:26])=[O:29])[CH2:31][CH2:32]4)=[C:37]([F:43])[CH:38]=3)[N:11]=[CH:12][C:7]=2[CH:6]=[C:5]([C:16]2[CH:21]=[CH:20][CH:19]=[CH:18][CH:17]=2)[C:4]1=[O:22])[CH3:2], predict the reactants needed to synthesize it. The reactants are: [CH2:1]([N:3]1[C:8]2[N:9]=[C:10](S(C)=O)[N:11]=[CH:12][C:7]=2[CH:6]=[C:5]([C:16]2[CH:21]=[CH:20][CH:19]=[CH:18][CH:17]=2)[C:4]1=[O:22])[CH3:2].[C:23]([O:27][C:28]([N:30]1[CH2:35][CH2:34][N:33]([C:36]2[CH:41]=[CH:40][C:39]([NH2:42])=[CH:38][C:37]=2[F:43])[CH2:32][CH2:31]1)=[O:29])([CH3:26])([CH3:25])[CH3:24]. (2) Given the product [Br:23][C:7]1[CH:6]=[C:5]2[C:10](=[CH:9][CH:8]=1)[N:1]=[CH:2][N:3]=[CH:4]2, predict the reactants needed to synthesize it. The reactants are: [N:1]1[C:10]2[C:5](=[CH:6][CH:7]=[CH:8][CH:9]=2)[CH:4]=[N:3][CH:2]=1.OS(O)(=O)=O.C1C(=O)N([Br:23])C(=O)C1.C([O-])([O-])=O.[Na+].[Na+]. (3) Given the product [Br:1][C:2]1[N:3]([CH:12]([CH3:13])[CH3:14])[C:4]([CH:28]([C:27]2[CH:30]=[CH:31][C:24]([Cl:23])=[CH:25][CH:26]=2)[OH:29])=[C:5]([C:7]([O:9][CH2:10][CH3:11])=[O:8])[N:6]=1, predict the reactants needed to synthesize it. The reactants are: [Br:1][C:2]1[N:3]([CH:12]([CH3:14])[CH3:13])[CH:4]=[C:5]([C:7]([O:9][CH2:10][CH3:11])=[O:8])[N:6]=1.[Li+].CC([N-]C(C)C)C.[Cl:23][C:24]1[CH:31]=[CH:30][C:27]([CH:28]=[O:29])=[CH:26][CH:25]=1.[NH4+].[Cl-].